Dataset: CYP2C19 inhibition data for predicting drug metabolism from PubChem BioAssay. Task: Regression/Classification. Given a drug SMILES string, predict its absorption, distribution, metabolism, or excretion properties. Task type varies by dataset: regression for continuous measurements (e.g., permeability, clearance, half-life) or binary classification for categorical outcomes (e.g., BBB penetration, CYP inhibition). Dataset: cyp2c19_veith. (1) The compound is Cc1cccc(N(C)C(=S)Oc2ccc3ccccc3c2)c1. The result is 1 (inhibitor). (2) The molecule is CCNc1ncc2nc(-c3ccccc3)c(=O)n(Cc3ccc(F)cc3)c2n1. The result is 0 (non-inhibitor). (3) The drug is CCOc1ccc(OCC)c(-c2c(=O)n(OCc3ccc(C(C)(C)C)cc3)c3ccccc3[n+]2[O-])c1. The result is 1 (inhibitor). (4) The drug is O=c1[nH]c(=O)n(Cc2ccco2)c2c1C(C(F)(F)F)(C(F)(F)F)N=C(CCC1CCCCC1)N2. The result is 0 (non-inhibitor). (5) The molecule is O=C1C2CCCN2C(c2ccc(F)cc2)N1c1nccs1. The result is 1 (inhibitor). (6) The drug is Cc1ccc2oc(-c3ccc(C)c(NC(=O)Cc4cccs4)c3)nc2c1. The result is 0 (non-inhibitor). (7) The drug is COc1ccc(C(=O)N2CCC3(CC2)CN(Cc2ccc(C#N)cc2)C3)cc1. The result is 0 (non-inhibitor). (8) The molecule is CCCN1CC[C@@H]2c3cc(O)ccc3CC[C@H]21. The result is 0 (non-inhibitor). (9) The drug is O=C(c1csnn1)N1CCC2(CC1)CCN(C(c1ccccc1)c1ccccc1)CC2. The result is 0 (non-inhibitor). (10) The compound is COc1ccc(-n2c(=O)c(-c3cn(C)c4ccccc34)nc3cnc(N4CCOCC4)nc32)cc1. The result is 0 (non-inhibitor).